Dataset: Retrosynthesis with 50K atom-mapped reactions and 10 reaction types from USPTO. Task: Predict the reactants needed to synthesize the given product. Given the product Cc1cncc(NCCNC(=O)/C=C/C(F)(F)F)n1, predict the reactants needed to synthesize it. The reactants are: Cc1cncc(NCCN)n1.O=C(O)/C=C/C(F)(F)F.